Dataset: Human Reference Interactome with 51,813 positive PPI pairs across 8,248 proteins, plus equal number of experimentally-validated negative pairs. Task: Binary Classification. Given two protein amino acid sequences, predict whether they physically interact or not. (1) Protein 1 (ENSG00000167384) has sequence MRACAGSTREAGSGAQDLSTLLCLEESMEEQDEKPPEPPKVCAQDSFLPQEIIIKVEGEDTGSLTIPSQEGVNFKIVTVDFTREEQGTCNPAQRTLDRDVILENHRDLVSWDLATAVGKKDSTSKQRIFDEEPANGVKIERFTRDDPWLSSCEEVDDCKDQLEKQQEKQEILLQEVAFTQRKAVIHERVCKSDETGEKSGLNSSLFSSPVIPIRNHFHKHVSHAKKWHLNAAVNSHQKINENETLYENNECGKPPQSIHLIQFTRTQTKDKSYGFSDRIQSFCHGTPLHIHEKIHGGGKT.... Protein 2 (ENSG00000172830) has sequence MALVTVSRSPPGSGASTPVGPWDQAVQRRSRLQRRQSFAVLRGAVLGLQDGGDNDDAAEASSEPTEKAPSEEELHGDQTDFGQGSQSPQKQEEQRQHLHLMVQLLRPQDDIRLAAQLEAPRPPRLRYLLVVSTREGEGLSQDETVLLGVDFPDSSSPSCTLGLVLPLWSDTQVYLDGDGGFSVTSGGQSRIFKPISIQTMWATLQVLHQACEAALGSGLVPGGSALTWASHYQERLNSEQSCLNEWTAMADLESLRPPSAEPGGSSEQEQMEQAIRAELWKVLDLESTSETSDMPEVFSS.... Result: 0 (the proteins do not interact). (2) Protein 1 (ENSG00000153443) has sequence MSVNMDELKHQVMINQFVLTAGCAADQAKQLLQAAHWQFETALSAFFQETNIPYSHHHHQMMCTPANTPATPPNFPDALTMFSRLKASESFHSGGSGSPMAATATSPPPHFPHAATSSSAASSWPTAASPPGGPQHHQPQPPLWTPTPPSPASDWPPLAPQQATSEPRAHPAMEAER*MSVNMDELKHQVMINQFVLTAGCAADQAKQLLQAAHWQFEMCTPANTPATPPNFPDALTMFSRLKASESFHSGGSGSPMAATATSPPPHFPHAATSSSAASSWPTAASPPGGPQHHQPQPPL.... Protein 2 (ENSG00000167034) has sequence MLRVPEPRPGEAKAEGAAPPTPSKPLTSFLIQDILRDGAQRQGGRTSSQRQRDPEPEPEPEPEGGRSRAGAQNDQLSTGPRAAPEEAETLAETEPERHLGSYLLDSENTSGALPRLPQTPKQPQKRSRAAFSHTQVIELERKFSHQKYLSAPERAHLAKNLKLTETQVKIWFQNRRYKTKRKQLSSELGDLEKHSSLPALKEEAFSRASLVSVYNSYPYYPYLYCVGSWSPAFW*MLRVPEPRPGEAETLAETEPERHLGSYLLDSENTSGALPRLPQTPKQPQKRSRAAFSHTQVIELE.... Result: 0 (the proteins do not interact). (3) Protein 1 (ENSG00000144015) has sequence MDSDFSHAFQKELTCVICLNYLVDPVTICCGHSFCRPCLCLSWEEAQSPANCPACREPSPKMDFKTNILLKNLVTIARKASLWQFLSSEKQICGTHRQTKKMFCDMDKSLLCLLCSNSQEHGAHKHHPIEEAAEEHREKLLKQMRILWKKIQENQRNLYEEGRTAFLWRGNVVLRAQMIRNEYRKLHPVLHKEEKQHLERLNKEYQEIFQQLQRSWVKMDQKSKHLKEMYQELMEMCHKPDVELLQDLGDIVARSESVLLHMPQPVNPELTAGPITGLVYRLNRFRVEISFHFEVTNHNI.... Protein 2 (ENSG00000156873) has sequence MTLDVGPEDELPDWAAAKEFYQKYDPKDVIGRGVSSVVRRCVHRATGHEFAVKIMEVTAERLSPEQLEEVREATRRETHILRQVAGHPHIITLIDSYESSSFMFLVFDLMRKGELFDYLTEKVALSEKETRSIMRSLLEAVSFLHANNIVHRDLKPENILLDDNMQIRLSDFGFSCHLEPGEKLRELCGTPGYLAPEILKCSMDETHPGYGKEVDLLFPSWACGVILFTLLAGSPPFWHRRQILMLRMIMEGQYQFSSPEWDDRSSTVKDLISRLLQVDPEARLTAEQALQHPFFERCEG.... Result: 0 (the proteins do not interact). (4) Protein 1 (ENSG00000143368) has sequence MAAGPISERNQDATVYVGGLDEKVSEPLLWELFLQAGPVVNTHMPKDRVTGQHQGYGFVEFLSEEDADYAIKIMNMIKLYGKPIRVNKASAHNKNLDVGANIFIGNLDPEIDEKLLYDTFSAFGVILQTPKIMRDPDTGNSKGYAFINFASFDASDAAIEAMNGQYLCNRPITVSYAFKKDSKGERHGSAAERLLAAQNPLSQADRPHQLFADAPPPPSAPNPVVSSLGSGLPPPGMPPPGSFPPPVPPPGALPPGIPPAMPPPPMPPGAAGHGPPSAGTPGAGHPGHGHSHPHPFPPGG.... Protein 2 (ENSG00000169612) has sequence MTDTAEAVPKFEEMFASRFTENDKEYQEYLKRPPESPPIVEEWNSRAGGNQRNRGNRLQDNRQFRGRDNRWGWPSDNRSNQWHGRSWGNNYPQHRQEPYYPQQYGHYGYNQRPPYGYY*. Result: 1 (the proteins interact). (5) Protein 1 (ENSG00000108960) has sequence MRFKNRFQRFMNHRAPANGRYKPTCYEHAANCYTHAFLIVPAIVGSALLHRLSDDCWEKITAWIYGMGLCALFIVSTVFHIVSWKKSHLRTVEHCFHMCDRMVIYFFIAASYAPWLNLRELGPLASHMRWFIWLMAAGGTIYVFLYHEKYKVVELFFYLTMGFSPALVVTSMNNTDGLQELACGGLIYCLGVVFFKSDGIIPFAHAIWHLFVATAAAVHYYAIWKYLYRSPTDFMRHL*MRFKNRFQRFMNHRAPANGRYKPTCYEHAANCYTHAFLIVPAIVGSALLHRLSDDCWEKIT.... Protein 2 (ENSG00000114771) has sequence MGRKSLYLLIVGILIAYYIYTPLPDNVEEPWRMMWINAHLKTIQNLATFVELLGLHHFMDSFKVVGSFDEVPPTSDENVTVTETKFNNILVRVYVPKRKSEALRRGLFYIHGGGWCVGSAALSGYDLLSRWTADRLDAVVVSTNYRLAPKYHFPIQFEDVYNALRWFLRKKVLAKYGVNPERIGISGDSAGGNLAAAVTQQLLDDPDVKIKLKIQSLIYPALQPLDVDLPSYQENSNFLFLSKSLMVRFWSEYFTTDRSLEKAMLSRQHVPVESSHLFKFVNWSSLLPERFIKGHVYNNP.... Result: 0 (the proteins do not interact). (6) Protein 1 (ENSG00000151117) has sequence MVSPVTVVKSEGPKLVPFFKATCVYFVLWLPSSSPSWVSTLIKCLPIFCLWLFLLAHGLGFLLAHPSATRIFVGLVFSAVGDAFLIWQDQGYFVHGLLMFAVTHMFYASAFGMQPLALRTGLVMAALSGLCYALLYPCLSGAFTYLVGVYVALIGFMGWRAMAGLRLAGADWRWTELAAGSGALFFIISDLTIALNKFCFPVPYSRALIMSTYYVAQMLVALSAVESREPVEHYRLTKAN*. Protein 2 (ENSG00000185742) has sequence MSARAPKELRLALPPCLLNRTFASPNASGSGNTGARGPGAVGSGTCITQVGQQLFQSFSSTLVLIVLVTLIFCLIVLSLSTFHIHKRRMKKRKMQRAQEEYERDHCSGSRGGGGLPRPGRQAPTHAKETRLERQPRDSPFCAPSNASSLSSSSPGLPCQGPCAPPPPPPASSPQGAHAASSCLDTAGEGLLQTVVLS*. Result: 0 (the proteins do not interact). (7) Protein 1 (ENSG00000141255) has sequence MKRSLNENSARSTAGCLPVPLFNQKKRNRQPLTSNPLKDDSGISTPSDNYDFPPLPTDWAWEAVNPELAPVMKTVDTGQIPHSVSRPLRSQDSVFNSIQSNTGRSQGGWSYRDGNKNTSLKTWNKNDFKPQCKRTNLVANDGKNSCPVSSGAQQQKQLRIPEPPNLSRNKETELLRQTHSSKISGCTMRGLDKNSALQTLKPNFQQNQYKKQMLDDIPEDNTLKETSLYQLQFKEKASSLRIISAVIESMKYWREHAQKTVLLFEVLGS*MKRSLNENSARSTADWAWEAVNPELAPVMK.... Protein 2 (ENSG00000198795) has sequence MSRRKQAKPRSLKDPNCKLEDKTEDGEALDCKKRPEDGEELEDEAVHSCDSCLQVFESLSDITEHKINQCQLTDGVDVEDDPTCSWPASSPSSKDQTSPSHGEGCDFGEEEGGPGLPYPCQFCDKSFSRLSYLKHHEQSHSDKLPFKCTYCSRLFKHKRSRDRHIKLHTGDKKYHCSECDAAFSRSDHLKIHLKTHTSNKPYKCAICRRGFLSSSSLHGHMQVHERNKDGSQSGSRMEDWKMKDTQKCSQCEEGFDFPEDLQKHIAECHPECSPNEDRAALQCVYCHELFVEETSLMNHM.... Result: 0 (the proteins do not interact). (8) Protein 1 (ENSG00000132591) has sequence MAAPSWRGARLVQSVLRVWQVGPHVARERVIPFSSLLGFQRRCVSCVAGSAFSGPRLASASRSNGQGSALDHFLGFSQPDSSVTPCVPAVSMNRDEQDVLLVHHPDMPENSRVLRVVLLGAPNAGKSTLSNQLLGRKVFPVSRKVHTTRCQALGVITEKETQVILLDTPGIISPGKQKRHHLELSLLEDPWKSMESADLVVVLVDVSDKWTRNQLSPQLLRCLTKYSQIPSVLVMNKVDCLKQKSVLLELTAALTEGVVNGKKLKMRQAFHSHPGTHCPSPAVKDPNTQSVGNPQRIGWP.... Protein 2 (ENSG00000112695) has sequence MLRNLLFHTCCPGWSAMARSQLTATSASQVQAILLPQPPKYLGLQALRQIGQRTISTASRRHFKNKVPEKQKLFQEDDEIPLYLKGGVADALLYRATMILTVGMHTQDSEVVPVPAWPFSLVVFSCGGCWSVTAKMLRNLLALRQIGQRTISTASRRHFKNKVPEKQKLFQEDDEIPLYLKGGVADALLYRATMILTVGGTAYAIYELAVASFPKKQE*XFSLVVFSCGGCWSVTAKMLRNLLALRQIGQRTISTASRRHFKNKVPEKQKLFQVLKYFIGDVTCNY*MLRNLLEDDEIPL.... Result: 0 (the proteins do not interact).